This data is from Forward reaction prediction with 1.9M reactions from USPTO patents (1976-2016). The task is: Predict the product of the given reaction. (1) Given the reactants Br[C:2]1[CH:3]=[C:4]([NH:10][C:11]2[CH:16]=[CH:15][C:14]([N:17]3[CH2:22][CH2:21][N:20]([CH2:23][CH3:24])[CH2:19][CH2:18]3)=[CH:13][N:12]=2)[C:5](=[O:9])[N:6]([CH3:8])[CH:7]=1.[C:25]([O:28][CH2:29][C:30]1[C:35](B2OC(C)(C)C(C)(C)O2)=[CH:34][CH:33]=[CH:32][C:31]=1[N:45]1[CH2:50][CH2:49][C:48]2[C:51]3[CH2:57][CH2:56][CH2:55][CH2:54][C:52]=3[S:53][C:47]=2[C:46]1=[O:58])(=[O:27])[CH3:26].C([O-])([O-])=O.[Na+].[Na+].COCCOC, predict the reaction product. The product is: [CH2:23]([N:20]1[CH2:21][CH2:22][N:17]([C:14]2[CH:15]=[CH:16][C:11]([NH:10][C:4]3[C:5](=[O:9])[N:6]([CH3:8])[CH:7]=[C:2]([C:35]4[C:30]([CH2:29][O:28][C:25](=[O:27])[CH3:26])=[C:31]([N:45]5[C:46](=[O:58])[C:47]6[S:53][C:52]7[CH2:54][CH2:55][CH2:56][CH2:57][C:51]=7[C:48]=6[CH2:49][CH2:50]5)[CH:32]=[CH:33][CH:34]=4)[CH:3]=3)=[N:12][CH:13]=2)[CH2:18][CH2:19]1)[CH3:24]. (2) Given the reactants [Cl:1][C:2]1[CH:7]=[C:6]([Cl:8])[CH:5]=[CH:4][C:3]=1[CH2:9][CH2:10][NH2:11].[N:12]([C:15]1[CH:23]=[CH:22][CH:21]=[C:20]2[C:16]=1[CH:17]=[CH:18][NH:19]2)=[C:13]=[O:14], predict the reaction product. The product is: [Cl:1][C:2]1[CH:7]=[C:6]([Cl:8])[CH:5]=[CH:4][C:3]=1[CH2:9][CH2:10][NH:11][C:13]([NH:12][C:15]1[CH:23]=[CH:22][CH:21]=[C:20]2[C:16]=1[CH:17]=[CH:18][NH:19]2)=[O:14]. (3) Given the reactants C(OC([N:8]1[CH2:14][CH2:13][C:12]2[C:15](OS(C(F)(F)F)(=O)=O)=[N:16][C:17]([N:19]3[CH2:24][CH2:23][S:22](=[O:26])(=[O:25])[CH2:21][CH2:20]3)=[N:18][C:11]=2[CH2:10][CH2:9]1)=O)(C)(C)C.[CH3:35][C:36]1[CH:41]=[CH:40][C:39](B(O)O)=[CH:38][CH:37]=1.C([O-])([O-])=O.[K+].[K+], predict the reaction product. The product is: [O:25]=[S:22]1(=[O:26])[CH2:21][CH2:20][N:19]([C:17]2[N:16]=[C:15]([C:39]3[CH:40]=[CH:41][C:36]([CH3:35])=[CH:37][CH:38]=3)[C:12]3[CH2:13][CH2:14][NH:8][CH2:9][CH2:10][C:11]=3[N:18]=2)[CH2:24][CH2:23]1. (4) Given the reactants [CH:1]([OH:3])=[O:2].C(N(CC)CC)C.Cl[CH2:12][C:13]([O:15][C:16]([CH:19]1[CH2:24][CH2:23][C:22]([O:26][C:27](=[O:30])[CH2:28]Cl)([CH3:25])[CH2:21][CH2:20]1)([CH3:18])[CH3:17])=[O:14].[C:31]([O:34]CC)(=[O:33])C, predict the reaction product. The product is: [CH:1]([O:3][CH2:12][C:13]([O:15][C:16]([CH:19]1[CH2:24][CH2:23][C:22]([O:26][C:27](=[O:30])[CH2:28][O:34][CH:31]=[O:33])([CH3:25])[CH2:21][CH2:20]1)([CH3:18])[CH3:17])=[O:14])=[O:2].